Dataset: Ames mutagenicity test results for genotoxicity prediction. Task: Regression/Classification. Given a drug SMILES string, predict its toxicity properties. Task type varies by dataset: regression for continuous values (e.g., LD50, hERG inhibition percentage) or binary classification for toxic/non-toxic outcomes (e.g., AMES mutagenicity, cardiotoxicity, hepatotoxicity). Dataset: ames. The compound is O=[N+]([O-])c1ccc2c(c1)c([N+](=O)[O-])cc1cccc([N+](=O)[O-])c12. The result is 1 (mutagenic).